Dataset: M1 muscarinic receptor antagonist screen with 61,756 compounds. Task: Binary Classification. Given a drug SMILES string, predict its activity (active/inactive) in a high-throughput screening assay against a specified biological target. (1) The compound is S(=O)(=O)(N1CCCCCC1)c1ccc(cc1)c1nc(sc1)NC(=O)c1sccc1. The result is 0 (inactive). (2) The drug is O=C1N(C(=O)CC1Cc1ccccc1)Cc1occc1. The result is 0 (inactive). (3) The compound is Clc1c(OC(c2onc(n2)c2ccc(NC(=O)c3cccnc3)cc2)C)ccc(Cl)c1. The result is 0 (inactive).